From a dataset of Reaction yield outcomes from USPTO patents with 853,638 reactions. Predict the reaction yield, written as a fraction of the theoretical maximum amount of product (1.0 means a 100% yield; for example, 0.34 means a 34% yield). (1) The reactants are C(O[P:4]([O:8][CH2:9][CH3:10])[O:5][CH2:6][CH3:7])C.[Br:11][CH2:12][CH2:13][CH2:14]Br. No catalyst specified. The product is [Br:11][CH2:12][CH2:13][CH2:14][P:4]([O:5][CH2:6][CH3:7])[O:8][CH2:9][CH3:10]. The yield is 0.670. (2) The catalyst is O1CCCC1. The reactants are [H-].[Al+3].[Li+].[H-].[H-].[H-].[C:7]([C:10]1[CH:15]=[CH:14][C:13]([N:16]2[C:21]3=[N:22][C:23]4[C:24](=[C:25]([C:30](OC)=[O:31])[CH:26]=[CH:27][C:28]=4[Cl:29])[N:20]3[CH2:19][CH2:18][CH2:17]2)=[C:12]([CH3:34])[CH:11]=1)(=[O:9])[NH2:8].O.O.O.O.O.O.O.O.O.O.S([O-])([O-])(=O)=O.[Na+].[Na+]. The product is [Cl:29][C:28]1[C:23]2[N:22]=[C:21]3[N:16]([C:13]4[CH:14]=[CH:15][C:10]([C:7]([NH2:8])=[O:9])=[CH:11][C:12]=4[CH3:34])[CH2:17][CH2:18][CH2:19][N:20]3[C:24]=2[C:25]([CH2:30][OH:31])=[CH:26][CH:27]=1. The yield is 0.940. (3) The reactants are Br[CH:2]=[C:3]1[C:16]2[CH:15]=[CH:14][CH:13]=[CH:12][C:11]=2[O:10][C:9]2[C:4]1=[CH:5][CH:6]=[CH:7][CH:8]=2.CC1(C)C(C)(C)OB([C:25]2[CH:26]=[C:27]([NH:31][S:32]([CH3:35])(=[O:34])=[O:33])[CH:28]=[CH:29][CH:30]=2)O1.C([O-])([O-])=O.[Na+].[Na+]. The catalyst is O1CCOCC1.C1C=CC([P]([Pd]([P](C2C=CC=CC=2)(C2C=CC=CC=2)C2C=CC=CC=2)([P](C2C=CC=CC=2)(C2C=CC=CC=2)C2C=CC=CC=2)[P](C2C=CC=CC=2)(C2C=CC=CC=2)C2C=CC=CC=2)(C2C=CC=CC=2)C2C=CC=CC=2)=CC=1. The product is [CH:15]1[C:16]2[C:3](=[CH:2][C:25]3[CH:26]=[C:27]([NH:31][S:32]([CH3:35])(=[O:33])=[O:34])[CH:28]=[CH:29][CH:30]=3)[C:4]3[C:9](=[CH:8][CH:7]=[CH:6][CH:5]=3)[O:10][C:11]=2[CH:12]=[CH:13][CH:14]=1. The yield is 0.0300. (4) The reactants are [CH:1]([N:4]([CH:8]1[CH2:13][CH2:12][N:11](C(OC(C)(C)C)=O)[CH2:10][CH2:9]1)[C:5](=[O:7])[CH3:6])([CH3:3])[CH3:2].[ClH:21]. No catalyst specified. The product is [ClH:21].[CH:1]([N:4]([CH:8]1[CH2:9][CH2:10][NH:11][CH2:12][CH2:13]1)[C:5](=[O:7])[CH3:6])([CH3:3])[CH3:2]. The yield is 0.450. (5) The reactants are Br[C:2]1[CH:3]=[CH:4][C:5]2[C:6]3[CH2:15][N:14]([C:16]([O:18][C:19]([CH3:22])([CH3:21])[CH3:20])=[O:17])[CH2:13][CH2:12][C:7]=3[N:8]([CH3:11])[C:9]=2[CH:10]=1.[Cl:23][C:24]1[CH:29]=[CH:28][C:27]([C:30]2[CH:35]=[CH:34][NH:33][C:32](=[O:36])[CH:31]=2)=[CH:26][CH:25]=1. No catalyst specified. The product is [Cl:23][C:24]1[CH:25]=[CH:26][C:27]([C:30]2[CH:35]=[CH:34][N:33]([C:2]3[CH:3]=[CH:4][C:5]4[C:6]5[CH2:15][N:14]([C:16]([O:18][C:19]([CH3:22])([CH3:21])[CH3:20])=[O:17])[CH2:13][CH2:12][C:7]=5[N:8]([CH3:11])[C:9]=4[CH:10]=3)[C:32](=[O:36])[CH:31]=2)=[CH:28][CH:29]=1. The yield is 0.180. (6) The reactants are [NH2:1][C:2]1[CH:10]=[CH:9][C:5]([C:6]([NH2:8])=[O:7])=[CH:4][C:3]=1[CH3:11].[CH3:12][O:13][C:14]1[CH:19]=[CH:18][C:17]([C:20](=O)[CH2:21][CH2:22][C:23](=O)[CH2:24][CH2:25][C:26](=[O:30])CCC)=[CH:16][CH:15]=1.[OH2:33].[C:34]1([CH3:44])C=CC(S(O)(=O)=O)=CC=1. The catalyst is C(O)C. The yield is 0.300. The product is [CH2:34]([O:33][C:26](=[O:30])[CH2:25][CH2:24][C:23]1[N:1]([C:2]2[CH:10]=[CH:9][C:5]([C:6](=[O:7])[NH2:8])=[CH:4][C:3]=2[CH3:11])[C:20]([C:17]2[CH:16]=[CH:15][C:14]([O:13][CH3:12])=[CH:19][CH:18]=2)=[CH:21][CH:22]=1)[CH3:44].